From a dataset of Full USPTO retrosynthesis dataset with 1.9M reactions from patents (1976-2016). Predict the reactants needed to synthesize the given product. (1) Given the product [OH:27][C@H:22]([C:13]1[CH:12]=[CH:11][C:10]2[O:9][C:5]3[C:6]([O:8][CH2:33][CH2:32][CH:31]([CH3:35])[CH3:30])=[CH:7][C:2]([CH3:1])=[CH:3][C:4]=3[CH2:19][O:18][C:16](=[O:17])[C:15]=2[C:14]=1[O:20][CH3:21])[CH2:23][CH:24]([CH3:25])[CH3:26], predict the reactants needed to synthesize it. The reactants are: [CH3:1][C:2]1[CH:7]=[C:6]([OH:8])[C:5]2[O:9][C:10]3[C:15]([C:16]([O:18][CH2:19][C:4]=2[CH:3]=1)=[O:17])=[C:14]([O:20][CH3:21])[C:13]([C@@H:22]([OH:27])[CH2:23][CH:24]([CH3:26])[CH3:25])=[CH:12][CH:11]=3.[H-].[Na+].[CH3:30][CH:31]([CH3:35])[CH2:32][CH2:33]Br.O. (2) Given the product [CH2:1]([O:8][C:9](=[O:18])[C:10]1[CH:15]=[CH:14][C:13]([CH:21]=[CH:20][C:19]([O:23][CH3:24])=[O:22])=[C:12]([CH3:17])[CH:11]=1)[C:2]1[CH:7]=[CH:6][CH:5]=[CH:4][CH:3]=1, predict the reactants needed to synthesize it. The reactants are: [CH2:1]([O:8][C:9](=[O:18])[C:10]1[CH:15]=[CH:14][C:13](Br)=[C:12]([CH3:17])[CH:11]=1)[C:2]1[CH:7]=[CH:6][CH:5]=[CH:4][CH:3]=1.[C:19]([O:23][CH3:24])(=[O:22])[CH:20]=[CH2:21].C(N(C(C)C)CC)(C)C. (3) The reactants are: [C:1]1(B(O)O)[CH:6]=[CH:5][CH:4]=[CH:3][CH:2]=1.[Br:10][C:11]1[CH:12]=[N:13][CH:14]=[C:15](Br)[CH:16]=1. Given the product [Br:10][C:11]1[CH:12]=[N:13][CH:14]=[C:15]([C:1]2[CH:6]=[CH:5][CH:4]=[CH:3][CH:2]=2)[CH:16]=1, predict the reactants needed to synthesize it. (4) Given the product [NH2:1][C:2]1[C:7]([Br:8])=[CH:6][C:5]([F:9])=[CH:4][C:3]=1[CH:10]=[O:11], predict the reactants needed to synthesize it. The reactants are: [NH2:1][C:2]1[C:7]([Br:8])=[CH:6][C:5]([F:9])=[CH:4][C:3]=1[CH2:10][OH:11]. (5) Given the product [CH2:1]([O:3][C:4]1[C:29]([O:30][CH2:31][CH3:32])=[CH:28][C:7]2[C:8]3[N:13]([CH:14]([CH2:16][N:17]4[CH2:21][CH2:20][CH2:19][CH2:18]4)[CH2:15][C:6]=2[CH:5]=1)[CH:12]=[C:11]([C:22]([OH:24])=[O:23])[C:10](=[O:27])[CH:9]=3)[CH3:2], predict the reactants needed to synthesize it. The reactants are: [CH2:1]([O:3][C:4]1[C:29]([O:30][CH2:31][CH3:32])=[CH:28][C:7]2[C:8]3[N:13]([CH:14]([CH2:16][N:17]4[CH2:21][CH2:20][CH2:19][CH2:18]4)[CH2:15][C:6]=2[CH:5]=1)[CH:12]=[C:11]([C:22]([O:24]CC)=[O:23])[C:10](=[O:27])[CH:9]=3)[CH3:2].O[Li].O.Cl. (6) Given the product [CH3:1][O:2][C:3]([C:5]1[CH:10]=[CH:9][CH:8]=[C:7]([C:22]2[CH:21]=[N:20][N:19]([C:17]([O:16][C:12]([CH3:15])([CH3:14])[CH3:13])=[O:18])[CH:23]=2)[N:6]=1)=[O:4], predict the reactants needed to synthesize it. The reactants are: [CH3:1][O:2][C:3]([C:5]1[CH:10]=[CH:9][CH:8]=[C:7](Br)[N:6]=1)=[O:4].[C:12]([O:16][C:17]([N:19]1[CH:23]=[C:22](B2OC(C)(C)C(C)(C)O2)[CH:21]=[N:20]1)=[O:18])([CH3:15])([CH3:14])[CH3:13].C(=O)([O-])[O-].[K+].[K+].